From a dataset of Catalyst prediction with 721,799 reactions and 888 catalyst types from USPTO. Predict which catalyst facilitates the given reaction. (1) Reactant: [C-]#N.[Na+].[Cu][C:5]#[N:6].Br[C:8]1[N:9]=[C:10]([C:16]2[CH:21]=[C:20]([Cl:22])[CH:19]=[C:18]([Cl:23])[C:17]=2[Cl:24])[C:11]([NH2:15])=[N:12][C:13]=1[NH2:14]. Product: [C:5]([C:8]1[N:9]=[C:10]([C:16]2[CH:21]=[C:20]([Cl:22])[CH:19]=[C:18]([Cl:23])[C:17]=2[Cl:24])[C:11]([NH2:15])=[N:12][C:13]=1[NH2:14])#[N:6]. The catalyst class is: 9. (2) Reactant: [Cl:1][C:2]1[S:6][C:5]([C:7]([NH:9][CH2:10][C:11]2[N:12]=[N:13][N:14]([C:16]3[CH:21]=[CH:20][C:19]([N:22]4[CH:27]=[CH:26][CH:25]=[CH:24][C:23]4=[O:28])=[CH:18][C:17]=3[N:29]3[CH2:34][CH2:33][NH:32][CH2:31][CH2:30]3)[CH:15]=2)=[O:8])=[CH:4][CH:3]=1.N1C=CC=CC=1.[C:41](Cl)(=[O:43])[CH3:42]. Product: [C:41]([N:32]1[CH2:33][CH2:34][N:29]([C:17]2[CH:18]=[C:19]([N:22]3[CH:27]=[CH:26][CH:25]=[CH:24][C:23]3=[O:28])[CH:20]=[CH:21][C:16]=2[N:14]2[CH:15]=[C:11]([CH2:10][NH:9][C:7]([C:5]3[S:6][C:2]([Cl:1])=[CH:3][CH:4]=3)=[O:8])[N:12]=[N:13]2)[CH2:30][CH2:31]1)(=[O:43])[CH3:42]. The catalyst class is: 16. (3) Reactant: [CH-:1]1[CH:5]=[CH:4][CH:3]=[CH:2]1.[Na+].Br[CH2:8][CH2:9][CH2:10][CH2:11][CH2:12][CH2:13][CH2:14][CH3:15].CN1CCN(C)C1=O. Product: [CH2:8]([C:1]1[CH2:5][CH:4]=[CH:3][CH:2]=1)[CH2:9][CH2:10][CH2:11][CH2:12][CH2:13][CH2:14][CH3:15]. The catalyst class is: 1.